Dataset: Full USPTO retrosynthesis dataset with 1.9M reactions from patents (1976-2016). Task: Predict the reactants needed to synthesize the given product. (1) Given the product [CH2:26]([C:33]1[CH:34]=[CH:35][C:36]([NH:37][C:2]2[C:11]3=[N:12][NH:13][CH:14]=[C:10]3[C:9]3[CH:8]=[C:7]([O:24][CH3:25])[CH:6]=[CH:5][C:4]=3[N:3]=2)=[CH:38][CH:39]=1)[C:27]1[CH:28]=[CH:29][CH:30]=[CH:31][CH:32]=1, predict the reactants needed to synthesize it. The reactants are: Cl[C:2]1[C:11]2=[N:12][N:13](CC3C=CC(OC)=CC=3)[CH:14]=[C:10]2[C:9]2[CH:8]=[C:7]([O:24][CH3:25])[CH:6]=[CH:5][C:4]=2[N:3]=1.[CH2:26]([C:33]1[CH:39]=[CH:38][C:36]([NH2:37])=[CH:35][CH:34]=1)[C:27]1[CH:32]=[CH:31][CH:30]=[CH:29][CH:28]=1.Cl. (2) Given the product [F:6][CH:7]([F:22])[C:8]1[C:9]([C:14]([O:16][CH2:17][CH3:18])=[O:15])=[CH:10][N:11]([CH3:12])[N:19]=1, predict the reactants needed to synthesize it. The reactants are: F[B-](F)(F)F.[F:6][CH:7]([F:22])[C:8](=[N+:19](C)C)/[C:9](/[C:14]([O:16][CH2:17][CH3:18])=[O:15])=[CH:10]\[N:11](C)[CH3:12].CNN.